From a dataset of Forward reaction prediction with 1.9M reactions from USPTO patents (1976-2016). Predict the product of the given reaction. (1) Given the reactants [CH3:1][O:2][C:3]1[CH:8]=[CH:7][C:6]([C:9]2[CH:14]=[C:13]([C:15]3[CH:20]=[CH:19][C:18]([O:21][CH3:22])=[CH:17][CH:16]=3)[N:12]=[C:11]([CH3:23])[N:10]=2)=[CH:5][CH:4]=1.[Br:24]N1C(=O)CCC1=O.N(C(C)(C)C#N)=NC(C)(C)C#N, predict the reaction product. The product is: [Br:24][CH2:23][C:11]1[N:10]=[C:9]([C:6]2[CH:7]=[CH:8][C:3]([O:2][CH3:1])=[CH:4][CH:5]=2)[CH:14]=[C:13]([C:15]2[CH:20]=[CH:19][C:18]([O:21][CH3:22])=[CH:17][CH:16]=2)[N:12]=1. (2) Given the reactants [OH-].[Na+].C[O:4][C:5](=[O:22])[CH2:6][CH2:7][C:8]1[CH:13]=[CH:12][C:11]([O:14][CH2:15][C:16]2[CH:21]=[CH:20][CH:19]=[CH:18][CH:17]=2)=[CH:10][CH:9]=1, predict the reaction product. The product is: [CH2:15]([O:14][C:11]1[CH:10]=[CH:9][C:8]([CH2:7][CH2:6][C:5]([OH:22])=[O:4])=[CH:13][CH:12]=1)[C:16]1[CH:17]=[CH:18][CH:19]=[CH:20][CH:21]=1. (3) Given the reactants C(OC(=O)[NH:7][CH2:8][CH2:9][CH2:10][NH:11][C:12](=[O:38])[CH2:13][C@@H:14]1[N:20]=[C:19]([C:21]2[CH:26]=[CH:25][C:24]([Cl:27])=[CH:23][CH:22]=2)[C:18]2[CH:28]=[C:29]([O:32][CH3:33])[CH:30]=[CH:31][C:17]=2[N:16]2[C:34]([CH3:37])=[N:35][N:36]=[C:15]12)(C)(C)C.C(O)(C(F)(F)F)=O, predict the reaction product. The product is: [NH2:7][CH2:8][CH2:9][CH2:10][NH:11][C:12](=[O:38])[CH2:13][C@@H:14]1[N:20]=[C:19]([C:21]2[CH:22]=[CH:23][C:24]([Cl:27])=[CH:25][CH:26]=2)[C:18]2[CH:28]=[C:29]([O:32][CH3:33])[CH:30]=[CH:31][C:17]=2[N:16]2[C:34]([CH3:37])=[N:35][N:36]=[C:15]12. (4) Given the reactants [F:1][C:2]([F:15])([F:14])[O:3][C:4]1[CH:13]=[CH:12][C:7]2[N:8]=[C:9]([NH2:11])[S:10][C:6]=2[CH:5]=1.C(N(CC)CC)C.[CH2:23]([N:25]=[C:26]=[S:27])[CH3:24], predict the reaction product. The product is: [CH2:23]([NH:25][C:26]([NH:11][C:9]1[S:10][C:6]2[CH:5]=[C:4]([O:3][C:2]([F:1])([F:14])[F:15])[CH:13]=[CH:12][C:7]=2[N:8]=1)=[S:27])[CH3:24]. (5) Given the reactants Cl[C:2]1[CH:7]=[CH:6][C:5]([N+:8]([O-:10])=[O:9])=[CH:4][N:3]=1.[NH2:11][CH2:12][CH2:13][OH:14], predict the reaction product. The product is: [N+:8]([C:5]1[CH:6]=[CH:7][C:2]([NH:11][CH2:12][CH2:13][OH:14])=[N:3][CH:4]=1)([O-:10])=[O:9]. (6) Given the reactants [CH:1]([OH:10])([C:6]([F:9])([F:8])[F:7])[C:2]([F:5])([F:4])[F:3].[OH-].[Na+].Cl[CH3:14], predict the reaction product. The product is: [CH3:14][O:10][CH:1]([C:6]([F:9])([F:8])[F:7])[C:2]([F:5])([F:4])[F:3]. (7) Given the reactants O[CH2:2][CH2:3][CH2:4][NH:5][C:6](=[O:12])[O:7][C:8]([CH3:11])([CH3:10])[CH3:9].[S:13]1C=CC=C1CC(O)=O.C1(P(C2C=CC=CC=2)C2C=CC=CC=2)C=CC=CC=1.[CH3:41][CH:42]([O:44]C(/N=N/C(OC(C)C)=O)=O)C, predict the reaction product. The product is: [C:42](=[O:44])([S:13][CH2:2][CH2:3][CH2:4][NH:5][C:6]([O:7][C:8]([CH3:11])([CH3:10])[CH3:9])=[O:12])[CH3:41]. (8) The product is: [C:1]([C:3]1[N:8]=[CH:7][C:6]([NH:9][C@@H:10]2[CH2:15][CH2:14][CH2:13][CH2:12][C@@H:11]2[NH:16][C:17](=[O:23])[O:18][C:19]([CH3:22])([CH3:21])[CH3:20])=[CH:5][C:4]=1[NH:24][C:25]1[CH:30]=[C:29]([CH3:31])[CH:28]=[C:27]([CH3:32])[N:26]=1)(=[O:35])[NH2:2]. Given the reactants [C:1]([C:3]1[N:8]=[CH:7][C:6]([NH:9][C@@H:10]2[CH2:15][CH2:14][CH2:13][CH2:12][C@@H:11]2[NH:16][C:17](=[O:23])[O:18][C:19]([CH3:22])([CH3:21])[CH3:20])=[CH:5][C:4]=1[NH:24][C:25]1[CH:30]=[C:29]([CH3:31])[CH:28]=[C:27]([CH3:32])[N:26]=1)#[N:2].CS(C)=[O:35].[OH-].[Na+].OO, predict the reaction product. (9) Given the reactants CN1[CH2:7][CH2:6][N:5]([CH2:8][C:9]2[CH:14]=[CH:13][C:12]([CH:15]([CH:18]=O)[C:16]#[N:17])=[CH:11][CH:10]=2)[CH2:4][CH2:3]1.O.[NH2:21][NH2:22].Cl.[NH3:24].[C:25](O)(=O)C, predict the reaction product. The product is: [CH3:25][N:24]1[CH2:7][CH2:6][N:5]([CH2:8][C:9]2[CH:14]=[CH:13][C:12]([C:15]3[CH:18]=[N:22][NH:21][C:16]=3[NH2:17])=[CH:11][CH:10]=2)[CH2:4][CH2:3]1.